This data is from Kir2.1 potassium channel HTS with 301,493 compounds. The task is: Binary Classification. Given a drug SMILES string, predict its activity (active/inactive) in a high-throughput screening assay against a specified biological target. (1) The result is 0 (inactive). The drug is S(=O)(=O)(Nc1ccc(OC)cc1)c1cc(ccc1)C(=O)NNC(=O)CNC(=O)c1c(OCC)cccc1. (2) The molecule is Fc1cc(NC(=O)NC2CCN(CC2)Cc2ccccc2)ccc1. The result is 1 (active). (3) The molecule is Clc1c(ccc(Cl)c1)/C=C\C(OCC(=O)Nc1cc2OCCOc2cc1)=O. The result is 0 (inactive). (4) The drug is S(=O)(=O)(c1ccc(C(=O)NC(Cc2ccccc2)c2ccccc2)cc1)C. The result is 0 (inactive). (5) The drug is S(CC(=O)N1CCN(CC1)C(=O)c1occc1)c1oc(nn1)CNc1ccc(F)cc1. The result is 0 (inactive). (6) The result is 0 (inactive). The molecule is S(=O)(=O)(N1CCCC1)c1ccc(C(=O)N(C2CS(=O)(=O)C=C2)c2ccc(OC)cc2)cc1.